This data is from Forward reaction prediction with 1.9M reactions from USPTO patents (1976-2016). The task is: Predict the product of the given reaction. (1) The product is: [F:25][C:26]1[CH:31]=[CH:30][CH:29]=[CH:28][C:27]=1[C:32]1[CH:33]=[N:34][C:35]([N:38]2[C:46]3[C:41](=[CH:42][CH:43]=[C:44]([C:47]([N:56]([CH2:55][C:54]([OH:59])([CH3:58])[CH3:53])[CH3:57])=[O:48])[CH:45]=3)[C:40]([S:50]([CH3:52])=[O:51])=[CH:39]2)=[N:36][CH:37]=1. Given the reactants CN(C(ON1N=NC2C=CC=NC1=2)=[N+](C)C)C.F[P-](F)(F)(F)(F)F.[F:25][C:26]1[CH:31]=[CH:30][CH:29]=[CH:28][C:27]=1[C:32]1[CH:33]=[N:34][C:35]([N:38]2[C:46]3[C:41](=[CH:42][CH:43]=[C:44]([C:47](O)=[O:48])[CH:45]=3)[C:40]([S:50]([CH3:52])=[O:51])=[CH:39]2)=[N:36][CH:37]=1.[CH3:53][C:54]([OH:59])([CH3:58])[CH2:55][NH:56][CH3:57], predict the reaction product. (2) The product is: [F:53][C:54]([F:59])([F:58])[C:55]([OH:57])=[O:56].[Cl:1][C:2]1[CH:3]=[C:4]([CH:21]([O:23][CH2:24][C:25]2([C:38]3[CH:39]=[CH:40][C:41]([F:44])=[CH:42][CH:43]=3)[CH2:26][CH2:27][N:28]([CH3:31])[CH2:29][CH2:30]2)[CH3:22])[C:5]2[N:9]([CH3:10])[C:8](=[O:11])[NH:7][C:6]=2[CH:20]=1. Given the reactants [Cl:1][C:2]1[CH:3]=[C:4]([CH:21]([O:23][CH2:24][C:25]2([C:38]3[CH:43]=[CH:42][C:41]([F:44])=[CH:40][CH:39]=3)[CH2:30][CH2:29][N:28]([C:31](OC(C)(C)C)=O)[CH2:27][CH2:26]2)[CH3:22])[C:5]2[N:9]([CH3:10])[C:8](=[O:11])[N:7](COCC[Si](C)(C)C)[C:6]=2[CH:20]=1.C([BH3-])#N.[Na+].C(O)(=O)C.[F:53][C:54]([F:59])([F:58])[C:55]([OH:57])=[O:56], predict the reaction product.